Task: Predict the reactants needed to synthesize the given product.. Dataset: Full USPTO retrosynthesis dataset with 1.9M reactions from patents (1976-2016) (1) The reactants are: [BH4-].[Na+].[CH:3]1([C:6]2[CH:13]=[CH:12][C:9]([CH:10]=[O:11])=[CH:8][CH:7]=2)[CH2:5][CH2:4]1.Cl. Given the product [CH:3]1([C:6]2[CH:7]=[CH:8][C:9]([CH2:10][OH:11])=[CH:12][CH:13]=2)[CH2:5][CH2:4]1, predict the reactants needed to synthesize it. (2) Given the product [NH2:43][S:40]([CH2:39][CH2:38][C:34]1[CH:33]=[C:32]([NH:31][C:3]2[N:8]=[C:7]([C:9]3[S:13][CH:12]=[N:11][C:10]=3[C:14]3[CH:15]=[C:16]([NH:20][C:21](=[O:30])[C:22]4[C:27]([F:28])=[CH:26][CH:25]=[CH:24][C:23]=4[F:29])[CH:17]=[CH:18][CH:19]=3)[CH:6]=[CH:5][N:4]=2)[CH:37]=[CH:36][CH:35]=1)(=[O:41])=[O:42], predict the reactants needed to synthesize it. The reactants are: [Cl-].Cl[C:3]1[N:8]=[C:7]([C:9]2[S:13][CH:12]=[N:11][C:10]=2[C:14]2[CH:15]=[C:16]([NH:20][C:21](=[O:30])[C:22]3[C:27]([F:28])=[CH:26][CH:25]=[CH:24][C:23]=3[F:29])[CH:17]=[CH:18][CH:19]=2)[CH:6]=[CH:5][N:4]=1.[NH2:31][C:32]1[CH:33]=[C:34]([CH2:38][CH2:39][S:40]([NH2:43])(=[O:42])=[O:41])[CH:35]=[CH:36][CH:37]=1. (3) Given the product [CH:1]1([C:4]2[C:12]3[C:7](=[N:8][CH:9]=[CH:10][C:11]=3[O:13][C:14]3[CH:20]=[CH:19][C:17]([NH:18][C:23]4[CH:28]=[C:27]([C:29]([F:32])([F:30])[F:31])[N:26]=[C:25]([NH2:33])[N:24]=4)=[CH:16][C:15]=3[F:21])[NH:6][CH:5]=2)[CH2:3][CH2:2]1, predict the reactants needed to synthesize it. The reactants are: [CH:1]1([C:4]2[C:12]3[C:7](=[N:8][CH:9]=[CH:10][C:11]=3[O:13][C:14]3[CH:20]=[CH:19][C:17]([NH2:18])=[CH:16][C:15]=3[F:21])[NH:6][CH:5]=2)[CH2:3][CH2:2]1.Cl[C:23]1[CH:28]=[C:27]([C:29]([F:32])([F:31])[F:30])[N:26]=[C:25]([NH2:33])[N:24]=1.Cl.[OH-].[Na+]. (4) Given the product [CH2:40]([O:39][C:37](=[O:38])[NH:2][CH2:3][CH2:4][O:5][C:6]1[CH:11]=[CH:10][C:9]([NH:12][C:13](=[O:22])[C:14]2[CH:19]=[CH:18][CH:17]=[C:16]([O:20][CH3:21])[CH:15]=2)=[CH:8][C:7]=1[C:23]1[N:27]([CH3:28])[N:26]=[CH:25][CH:24]=1)[CH3:41], predict the reactants needed to synthesize it. The reactants are: Cl.[NH2:2][CH2:3][CH2:4][O:5][C:6]1[CH:11]=[CH:10][C:9]([NH:12][C:13](=[O:22])[C:14]2[CH:19]=[CH:18][CH:17]=[C:16]([O:20][CH3:21])[CH:15]=2)=[CH:8][C:7]=1[C:23]1[N:27]([CH3:28])[N:26]=[CH:25][CH:24]=1.C(N(CC)CC)C.Cl[C:37]([O:39][CH2:40][CH3:41])=[O:38]. (5) Given the product [C:14]([O:18][C:19]([N:21]1[CH:25]=[C:24]([C:8]2[CH:7]=[C:4]([CH:5]=[O:6])[C:3]([O:2][CH3:1])=[CH:10][C:9]=2[O:11][CH3:12])[CH:23]=[N:22]1)=[O:20])([CH3:17])([CH3:15])[CH3:16], predict the reactants needed to synthesize it. The reactants are: [CH3:1][O:2][C:3]1[CH:10]=[C:9]([O:11][CH3:12])[C:8](Br)=[CH:7][C:4]=1[CH:5]=[O:6].[C:14]([O:18][C:19]([N:21]1[CH:25]=[C:24](B2OC(C)(C)C(C)(C)O2)[CH:23]=[N:22]1)=[O:20])([CH3:17])([CH3:16])[CH3:15].[F-].[K+]. (6) Given the product [C:21]1([CH3:24])[CH:20]=[CH:19][C:18]([S:15]([OH:16])(=[O:17])=[O:29])=[CH:23][CH:22]=1.[CH:1]1([C:4]2[N:14]=[C:8]3[CH:9]=[CH:10][C:11]([I:13])=[CH:12][N:7]3[C:5]=2[CH3:6])[CH2:3][CH2:2]1, predict the reactants needed to synthesize it. The reactants are: [CH:1]1([C:4](=O)[CH:5]([N:7]2[CH:12]=[C:11]([I:13])[CH:10]=[CH:9][C:8]2=[N:14][S:15]([C:18]2[CH:23]=[CH:22][C:21]([CH3:24])=[CH:20][CH:19]=2)(=[O:17])=[O:16])[CH3:6])[CH2:3][CH2:2]1.FC(F)(F)C(OC(=O)C(F)(F)F)=[O:29]. (7) Given the product [C:16]([C:7]1[CH:8]=[C:9]2[C:4]([CH:3]=[CH:2][NH:1]2)=[CH:5][CH:6]=1)#[N:17], predict the reactants needed to synthesize it. The reactants are: [NH:1]1[C:9]2[C:4](=[CH:5][CH:6]=[CH:7][CH:8]=2)[CH:3]=[CH:2]1.FC1C=C2C(C=[CH:16][NH:17]2)=CC=1.ClC1C=C2C(C=CN2)=CC=1. (8) Given the product [C:6]([O:5][C:3](=[O:4])[CH:2]([NH:19][CH2:20][CH2:21][CH2:22][C:23]([O:25][CH:2]([C:10]1[CH:15]=[CH:14][CH:13]=[CH:12][C:11]=1[N+:16]([O-:17])=[O:32])[C:26]([O:27][C:6]([CH3:9])([CH3:8])[CH3:7])=[O:29])=[O:24])[C:10]1[CH:15]=[CH:14][CH:13]=[CH:12][C:11]=1[N+:16]([O-:18])=[O:17])([CH3:9])([CH3:8])[CH3:7], predict the reactants needed to synthesize it. The reactants are: Br[CH:2]([C:10]1[CH:15]=[CH:14][CH:13]=[CH:12][C:11]=1[N+:16]([O-:18])=[O:17])[C:3]([O:5][C:6]([CH3:9])([CH3:8])[CH3:7])=[O:4].[NH2:19][CH2:20][CH2:21][CH2:22][C:23]([OH:25])=[O:24].[C:26](=[O:29])([O-])[O-:27].[K+].[K+].[OH2:32]. (9) Given the product [CH3:1][N:2]1[C:6]([CH3:7])=[C:5]([N:8]2[C:12](=[O:13])[N:11]([CH3:14])[N:10]=[N:9]2)[CH:4]=[N:3]1, predict the reactants needed to synthesize it. The reactants are: [CH3:1][N:2]1[C:6]([CH3:7])=[C:5]([N:8]2[C:12](=[O:13])[NH:11][N:10]=[N:9]2)[CH:4]=[N:3]1.[C:14](=O)([O-])[O-].[K+].[K+].S(OC)(OC)(=O)=O.C(=O)(O)[O-].[Na+]. (10) Given the product [CH3:23][C:24]1[CH:29]=[C:28]([C:2]2[CH:7]=[CH:6][C:5]([CH2:8][N:9]3[CH2:14][CH2:13][N:12]([C:15]([O:17][C:18]([CH3:21])([CH3:20])[CH3:19])=[O:16])[CH2:11][CH2:10]3)=[C:4]([CH3:22])[CH:3]=2)[CH:27]=[C:26]([CH3:33])[N:25]=1, predict the reactants needed to synthesize it. The reactants are: Br[C:2]1[CH:7]=[CH:6][C:5]([CH2:8][N:9]2[CH2:14][CH2:13][N:12]([C:15]([O:17][C:18]([CH3:21])([CH3:20])[CH3:19])=[O:16])[CH2:11][CH2:10]2)=[C:4]([CH3:22])[CH:3]=1.[CH3:23][C:24]1[CH:29]=[C:28](B(O)O)[CH:27]=[C:26]([CH3:33])[N:25]=1.C(=O)([O-])[O-].[K+].[K+].O1CCOCC1.